Predict the reactants needed to synthesize the given product. From a dataset of Full USPTO retrosynthesis dataset with 1.9M reactions from patents (1976-2016). (1) Given the product [CH3:1][C:2]1([CH3:9])[O:6][CH:5]([CH2:7][O:8][C:13]2[N:18]=[C:17]([NH2:19])[CH:16]=[CH:15][N:14]=2)[CH2:4][O:3]1, predict the reactants needed to synthesize it. The reactants are: [CH3:1][C:2]1([CH3:9])[O:6][CH:5]([CH2:7][OH:8])[CH2:4][O:3]1.[H-].[Na+].Cl[C:13]1[N:18]=[C:17]([NH2:19])[CH:16]=[CH:15][N:14]=1. (2) Given the product [ClH:35].[CH2:1]([O:3][C:4]([C:6]1[NH:7][CH:8]=[C:9]2[CH:18]([C:19]3[O:20][C:21]([S:24][C:25]4[NH:29][C:28]5[CH:30]=[C:31]([Cl:35])[C:32]([F:34])=[CH:33][C:27]=5[N:26]=4)=[CH:22][CH:23]=3)[C:17]3[C:16](=[O:36])[CH2:15][NH:14][CH2:13][C:12]=3[NH:11][C:10]=12)=[O:5])[CH3:2], predict the reactants needed to synthesize it. The reactants are: [CH2:1]([O:3][C:4]([C:6]1[NH:7][CH:8]=[C:9]2[CH:18]([C:19]3[O:20][C:21]([S:24][C:25]4[NH:29][C:28]5[CH:30]=[C:31]([Cl:35])[C:32]([F:34])=[CH:33][C:27]=5[N:26]=4)=[CH:22][CH:23]=3)[C:17]3[C:16](=[O:36])[CH2:15][N:14](OC(C)(C)C)[CH2:13][C:12]=3[NH:11][C:10]=12)=[O:5])[CH3:2].Cl.